Predict the reaction yield, written as a fraction of the theoretical maximum amount of product (1.0 means a 100% yield; for example, 0.34 means a 34% yield). From a dataset of Reaction yield outcomes from USPTO patents with 853,638 reactions. (1) The reactants are [CH3:1][NH:2][CH2:3][CH2:4][C:5]#[C:6][C:7]1[CH:12]=[CH:11][CH:10]=[CH:9][N:8]=1.[CH3:13][C:14]1[CH:15]=[C:16]([CH:20]=[CH:21][CH:22]=1)[C:17](Cl)=[O:18]. No catalyst specified. The product is [CH3:1][N:2]([CH2:3][CH2:4][C:5]#[C:6][C:7]1[CH:12]=[CH:11][CH:10]=[CH:9][N:8]=1)[C:17](=[O:18])[C:16]1[CH:20]=[CH:21][CH:22]=[C:14]([CH3:13])[CH:15]=1. The yield is 0.290. (2) The reactants are [NH2:1][C:2]1[C:3]2[C:11](=[O:12])[C:10](I)=[CH:9][N:8]([CH:14]([C:16]3[C:17]([O:35][CH3:36])=[C:18]([C:24]4[CH:25]=[CH:26][C:27]([C:30]([N:32]([CH3:34])[CH3:33])=[O:31])=[N:28][CH:29]=4)[C:19]([CH3:23])=[C:20]([Cl:22])[CH:21]=3)[CH3:15])[C:4]=2[N:5]=[CH:6][N:7]=1.CC1(C)C(C)(C)OB([C:45]2[CH:46]=[N:47][NH:48][CH:49]=2)O1.C(=O)([O-])[O-].[Na+].[Na+].ClCCl. The catalyst is C(#N)C.Cl[Pd]Cl.C1(P(C2C=CC=CC=2)[C-]2C=CC=C2)C=CC=CC=1.[C-]1(P(C2C=CC=CC=2)C2C=CC=CC=2)C=CC=C1.[Fe+2].O. The product is [NH2:1][C:2]1[C:3]2[C:11](=[O:12])[C:10]([C:45]3[CH:46]=[N:47][NH:48][CH:49]=3)=[CH:9][N:8]([CH:14]([C:16]3[C:17]([O:35][CH3:36])=[C:18]([C:24]4[CH:25]=[CH:26][C:27]([C:30]([N:32]([CH3:34])[CH3:33])=[O:31])=[N:28][CH:29]=4)[C:19]([CH3:23])=[C:20]([Cl:22])[CH:21]=3)[CH3:15])[C:4]=2[N:5]=[CH:6][N:7]=1. The yield is 0.300. (3) The reactants are Br[C:2]1[CH:7]=[CH:6][N:5]=[C:4]([C:8]2[N:12]=[C:11]([C:13]3[S:14][CH:15]=[CH:16][N:17]=3)[N:10]([CH2:18][C:19]3[CH:24]=[CH:23][CH:22]=[CH:21][C:20]=3[F:25])[N:9]=2)[CH:3]=1.[NH:26]1[CH2:31][CH2:30][O:29][CH2:28][CH2:27]1. The catalyst is C(O)CO.O1CCOCC1.[Cl-].[Na+].O.[Cu-]=O. The product is [F:25][C:20]1[CH:21]=[CH:22][CH:23]=[CH:24][C:19]=1[CH2:18][N:10]1[C:11]([C:13]2[S:14][CH:15]=[CH:16][N:17]=2)=[N:12][C:8]([C:4]2[CH:3]=[C:2]([N:26]3[CH2:31][CH2:30][O:29][CH2:28][CH2:27]3)[CH:7]=[CH:6][N:5]=2)=[N:9]1. The yield is 0.790. (4) The reactants are N1(C[C:8](O)=[O:9])CCCCC1.C(O)(=O)C.N1[CH2:20][CH2:19][CH2:18][CH2:17][CH2:16]1.[C:21]([CH2:23][C:24]([NH2:26])=[O:25])#[N:22]. The catalyst is O. The product is [O:25]=[C:24]1[NH:26][C:18]2[CH2:19][CH2:20][O:9][CH2:8][C:17]=2[CH:16]=[C:23]1[C:21]#[N:22]. The yield is 0.200.